Dataset: Reaction yield outcomes from USPTO patents with 853,638 reactions. Task: Predict the reaction yield, written as a fraction of the theoretical maximum amount of product (1.0 means a 100% yield; for example, 0.34 means a 34% yield). (1) The reactants are [CH2:1]([NH:3][C:4]([N:6]1[C:14]2[C:9](=[CH:10][C:11]([O:15][C:16]3[CH:21]=[CH:20][N:19]=[C:18]([NH2:22])[CH:17]=3)=[CH:12][CH:13]=2)[CH:8]=[CH:7]1)=[O:5])[CH3:2].N1C=CC=CC=1.[C:29](Cl)(=[O:37])[O:30][C:31]1[CH:36]=[CH:35][CH:34]=[CH:33][CH:32]=1. The catalyst is CN(C)C=O. The product is [CH2:1]([NH:3][C:4]([N:6]1[C:14]2[C:9](=[CH:10][C:11]([O:15][C:16]3[CH:21]=[CH:20][N:19]=[C:18]([NH:22][C:29](=[O:37])[O:30][C:31]4[CH:36]=[CH:35][CH:34]=[CH:33][CH:32]=4)[CH:17]=3)=[CH:12][CH:13]=2)[CH:8]=[CH:7]1)=[O:5])[CH3:2]. The yield is 0.344. (2) The reactants are [Cl:1][C:2]1[CH:3]=[C:4]([C:10]2([C:32]([F:35])([F:34])[F:33])[O:14][N:13]=[C:12]([C:15]3[C:24]4[C:19](=[CH:20][CH:21]=[CH:22][CH:23]=4)[C:18]([C:25]([NH:27][CH2:28][CH2:29][S:30][CH3:31])=[O:26])=[CH:17][CH:16]=3)[CH2:11]2)[CH:5]=[C:6]([Cl:9])[C:7]=1[Cl:8].ClC1C=C(C2(C(F)(F)F)ON=C(C3C4C(=CC=CC=4)C(C(NCCSC)=O)=CC=3)C2)C=C(Cl)C=1.[F:70][C:71]([F:76])([F:75])[C:72]([NH2:74])=[O:73].C(OI(C1C=CC=CC=1)OC(=O)C)(=O)C. The catalyst is ClCCl. The product is [Cl:1][C:2]1[CH:3]=[C:4]([C:10]2([C:32]([F:33])([F:34])[F:35])[O:14][N:13]=[C:12]([C:15]3[C:24]4[C:19](=[CH:20][CH:21]=[CH:22][CH:23]=4)[C:18]([C:25]([NH:27][CH2:28][CH2:29][S:30]([CH3:31])=[N:74][C:72](=[O:73])[C:71]([F:76])([F:75])[F:70])=[O:26])=[CH:17][CH:16]=3)[CH2:11]2)[CH:5]=[C:6]([Cl:9])[C:7]=1[Cl:8]. The yield is 0.300.